This data is from Full USPTO retrosynthesis dataset with 1.9M reactions from patents (1976-2016). The task is: Predict the reactants needed to synthesize the given product. (1) Given the product [C:1]1([S:7]([NH:10][CH:11]([CH2:25][C:26]2[CH:34]=[CH:33][C:32]([O:35][CH3:36])=[C:31]3[C:27]=2[CH:28]=[CH:29][NH:30]3)[C:12]([NH:14][CH2:15][CH2:16][CH2:17][CH2:18][C:19]2[CH:24]=[CH:23][CH:22]=[CH:21][CH:20]=2)=[O:13])(=[O:9])=[O:8])[CH:6]=[CH:5][CH:4]=[CH:3][CH:2]=1, predict the reactants needed to synthesize it. The reactants are: [C:1]1([S:7]([NH:10][CH:11]([CH2:25][C:26]2[CH:34]=[CH:33][C:32]([O:35][CH3:36])=[C:31]3[C:27]=2[CH:28]=[CH:29][N:30]3S(C2C=CC=CC=2)(=O)=O)[C:12]([NH:14][CH2:15][CH2:16][CH2:17][CH2:18][C:19]2[CH:24]=[CH:23][CH:22]=[CH:21][CH:20]=2)=[O:13])(=[O:9])=[O:8])[CH:6]=[CH:5][CH:4]=[CH:3][CH:2]=1.[OH-].[K+].[NH4+].[Cl-]. (2) Given the product [CH:13]([O:16][C:17]1[CH:18]=[C:19]([N:23]2[C:28](=[O:29])[C:27]([CH2:30][C:31]3[CH:36]=[CH:35][C:34]([C:37]4[CH:42]=[CH:41][CH:40]=[CH:39][C:38]=4[C:43]4[NH:3][C:4](=[O:7])[O:5][N:44]=4)=[CH:33][CH:32]=3)=[C:26]([CH2:45][CH2:46][CH3:47])[N:25]=[C:24]2[CH3:48])[CH:20]=[CH:21][CH:22]=1)([CH3:15])[CH3:14], predict the reactants needed to synthesize it. The reactants are: [Cl-].O[NH3+:3].[C:4](=[O:7])([O-])[OH:5].[Na+].CS(C)=O.[CH:13]([O:16][C:17]1[CH:18]=[C:19]([N:23]2[C:28](=[O:29])[C:27]([CH2:30][C:31]3[CH:36]=[CH:35][C:34]([C:37]4[C:38]([C:43]#[N:44])=[CH:39][CH:40]=[CH:41][CH:42]=4)=[CH:33][CH:32]=3)=[C:26]([CH2:45][CH2:46][CH3:47])[N:25]=[C:24]2[CH3:48])[CH:20]=[CH:21][CH:22]=1)([CH3:15])[CH3:14]. (3) The reactants are: C([O:3][C:4]([C:6]1[S:10][C:9]([C:11]2[CH:16]=[CH:15][CH:14]=[CH:13][CH:12]=2)=[N:8][C:7]=1[C:17]([F:20])([F:19])[F:18])=[O:5])C.[Li+].[OH-].Cl. Given the product [C:11]1([C:9]2[S:10][C:6]([C:4]([OH:5])=[O:3])=[C:7]([C:17]([F:18])([F:19])[F:20])[N:8]=2)[CH:12]=[CH:13][CH:14]=[CH:15][CH:16]=1, predict the reactants needed to synthesize it. (4) Given the product [CH2:1]([N:5]1[C:13]2[C:12](=[O:14])[N:11]([CH3:15])[C:10]([O:16][CH:31]([C:32]([OH:34])=[O:33])[CH3:37])=[N:9][C:8]=2[N:7]=[C:6]1[N:17]1[CH2:18][CH2:19][N:20]([C:23]([O:25][C:26]([CH3:29])([CH3:28])[CH3:27])=[O:24])[CH2:21][CH2:22]1)[C:2]#[C:3][CH3:4], predict the reactants needed to synthesize it. The reactants are: [CH2:1]([N:5]1[C:13]2[C:12](=[O:14])[N:11]([CH3:15])[C:10](=[O:16])[NH:9][C:8]=2[N:7]=[C:6]1[N:17]1[CH2:22][CH2:21][N:20]([C:23]([O:25][C:26]([CH3:29])([CH3:28])[CH3:27])=[O:24])[CH2:19][CH2:18]1)[C:2]#[C:3][CH3:4].Br[CH:31]([CH3:37])[C:32]([O:34]CC)=[O:33].C(=O)([O-])[O-].[K+].[K+].C(OCC)(=O)C. (5) Given the product [N:48]1[C:49]([C:57]2[CH:58]=[C:59]([NH:63][C:10]([C:13]3[C:14](=[O:23])[O:15][C:16]4[C:21]([CH:22]=3)=[CH:20][CH:19]=[CH:18][CH:17]=4)=[O:12])[CH:60]=[CH:61][CH:62]=2)=[CH:50][N:51]2[CH:56]=[CH:55][CH:54]=[CH:53][C:52]=12, predict the reactants needed to synthesize it. The reactants are: CCN(C(C)C)C(C)C.[C:10]([C:13]1[C:14](=[O:23])[O:15][C:16]2[C:21]([CH:22]=1)=[CH:20][CH:19]=[CH:18][CH:17]=2)([OH:12])=O.CN(C(ON1N=NC2C=CC=NC1=2)=[N+](C)C)C.F[P-](F)(F)(F)(F)F.[N:48]1[C:49]([C:57]2[CH:58]=[C:59]([NH2:63])[CH:60]=[CH:61][CH:62]=2)=[CH:50][N:51]2[CH:56]=[CH:55][CH:54]=[CH:53][C:52]=12. (6) Given the product [C:28]([O:32][C:33](=[O:59])[N:34]([C:43]1[S:44][C@@H:45]2[C@H:47]([C@:48]([C:51]3[C:52]([F:58])=[N:53][CH:54]=[C:55]([NH2:19])[CH:56]=3)([CH3:50])[N:49]=1)[CH2:46]2)[CH2:35][O:36][CH2:37][CH2:38][Si:39]([CH3:42])([CH3:41])[CH3:40])([CH3:31])([CH3:30])[CH3:29], predict the reactants needed to synthesize it. The reactants are: O=C1O[C@H]([C@H](CO)O)C([O-])=C1O.[Na+].[N-]=[N+]=[N-].[Na+].C[NH:19][C@@H]1CCCC[C@H]1NC.[C:28]([O:32][C:33](=[O:59])[N:34]([C:43]1[S:44][CH:45]2[CH:47]([C@:48]([C:51]3[C:52]([F:58])=[N:53][CH:54]=[C:55](Br)[CH:56]=3)([CH3:50])[N:49]=1)[CH2:46]2)[CH2:35][O:36][CH2:37][CH2:38][Si:39]([CH3:42])([CH3:41])[CH3:40])([CH3:31])([CH3:30])[CH3:29].CP(C)C. (7) Given the product [F:1][C:2]1[C:7]2[CH2:8][CH2:9][CH:10]([N:19]3[CH:23]=[C:22]([C:24]4[CH:25]=[CH:26][C:27]([O:30][C:39]5[CH:44]=[N:43][C:42]([CH3:45])=[CH:41][CH:40]=5)=[CH:28][CH:29]=4)[N:21]=[N:20]3)[C:11](=[O:18])[N:12]([CH2:13][C:14]([F:16])([F:17])[F:15])[C:6]=2[CH:5]=[CH:4][CH:3]=1, predict the reactants needed to synthesize it. The reactants are: [F:1][C:2]1[C:7]2[CH2:8][CH2:9][CH:10]([N:19]3[CH:23]=[C:22]([C:24]4[CH:29]=[CH:28][C:27]([O:30]C5C(C)=NC=CC=5)=[CH:26][CH:25]=4)[N:21]=[N:20]3)[C:11](=[O:18])[N:12]([CH2:13][C:14]([F:17])([F:16])[F:15])[C:6]=2[CH:5]=[CH:4][CH:3]=1.O[C:39]1[CH:40]=[CH:41][C:42]([CH3:45])=[N:43][CH:44]=1.